From a dataset of Catalyst prediction with 721,799 reactions and 888 catalyst types from USPTO. Predict which catalyst facilitates the given reaction. Reactant: Br[C:2]1[C:3]([O:10][CH3:11])=[N:4][CH:5]=[N:6][C:7]=1[O:8][CH3:9].[N:12]1[CH:17]=[CH:16][C:15](B(O)O)=[CH:14][CH:13]=1.C([O-])([O-])=O.[K+].[K+]. Product: [CH3:11][O:10][C:3]1[C:2]([C:15]2[CH:16]=[CH:17][N:12]=[CH:13][CH:14]=2)=[C:7]([O:8][CH3:9])[N:6]=[CH:5][N:4]=1. The catalyst class is: 353.